Dataset: Full USPTO retrosynthesis dataset with 1.9M reactions from patents (1976-2016). Task: Predict the reactants needed to synthesize the given product. (1) The reactants are: [CH3:1][C:2]1[CH:10]=[C:9]([C:11]([F:14])([F:13])[F:12])[CH:8]=[CH:7][C:3]=1[C:4]([OH:6])=O.C([O:17][C:18](=[O:41])[C:19]([O:22][C:23]1[CH:28]=[CH:27][C:26]([O:29][C:30]2[CH:35]=[C:34]([F:36])[CH:33]=[C:32]([CH:37]([NH2:39])[CH3:38])[CH:31]=2)=[CH:25][C:24]=1[CH3:40])([CH3:21])[CH3:20])C. Given the product [F:36][C:34]1[CH:35]=[C:30]([CH:31]=[C:32]([CH:37]([NH:39][C:4](=[O:6])[C:3]2[CH:7]=[CH:8][C:9]([C:11]([F:14])([F:13])[F:12])=[CH:10][C:2]=2[CH3:1])[CH3:38])[CH:33]=1)[O:29][C:26]1[CH:27]=[CH:28][C:23]([O:22][C:19]([CH3:20])([CH3:21])[C:18]([OH:41])=[O:17])=[C:24]([CH3:40])[CH:25]=1, predict the reactants needed to synthesize it. (2) Given the product [F:33][C:8]1[CH:7]=[C:6]([CH2:4][OH:3])[CH:11]=[CH:10][C:9]=1[CH2:12][CH2:13][C:14]1[N:19]=[CH:18][C:17]([N:20]2[CH2:21][CH2:22][N:23]([C:26]([O:28][C:29]([CH3:32])([CH3:31])[CH3:30])=[O:27])[CH2:24][CH2:25]2)=[CH:16][CH:15]=1, predict the reactants needed to synthesize it. The reactants are: C([O:3][C:4]([C:6]1[CH:11]=[CH:10][C:9]([CH2:12][CH2:13][C:14]2[N:19]=[CH:18][C:17]([N:20]3[CH2:25][CH2:24][N:23]([C:26]([O:28][C:29]([CH3:32])([CH3:31])[CH3:30])=[O:27])[CH2:22][CH2:21]3)=[CH:16][CH:15]=2)=[C:8]([F:33])[CH:7]=1)=O)C.O1CCCC1.[H-].C([Al+]CC(C)C)C(C)C.C(C(C(C([O-])=O)O)O)([O-])=O.[Na+].[K+].